Dataset: Full USPTO retrosynthesis dataset with 1.9M reactions from patents (1976-2016). Task: Predict the reactants needed to synthesize the given product. Given the product [Cl:22][C:16]1[CH:17]=[C:18]([Cl:21])[CH:19]=[CH:20][C:15]=1[C:13]1[N:14]=[C:10]([C:8]2[NH:7][C:6]3[CH:33]=[C:2]([C:46]#[C:45][C:41]4[CH:40]=[C:39]([CH:44]=[CH:43][CH:42]=4)[O:38][CH2:37][C:36]([OH:47])=[O:35])[CH:3]=[CH:4][C:5]=3[N:9]=2)[N:11]([CH2:23][CH3:24])[CH:12]=1, predict the reactants needed to synthesize it. The reactants are: Br[C:2]1[CH:3]=[CH:4][C:5]2[N:9]=[C:8]([C:10]3[N:11]([CH2:23][CH3:24])[CH:12]=[C:13]([C:15]4[CH:20]=[CH:19][C:18]([Cl:21])=[CH:17][C:16]=4[Cl:22])[N:14]=3)[N:7](COCC[Si](C)(C)C)[C:6]=2[CH:33]=1.C[O:35][C:36](=[O:47])[CH2:37][O:38][C:39]1[CH:44]=[CH:43][CH:42]=[C:41]([C:45]#[CH:46])[CH:40]=1.